From a dataset of Rat liver microsome stability data. Regression/Classification. Given a drug SMILES string, predict its absorption, distribution, metabolism, or excretion properties. Task type varies by dataset: regression for continuous measurements (e.g., permeability, clearance, half-life) or binary classification for categorical outcomes (e.g., BBB penetration, CYP inhibition). Dataset: rlm. (1) The molecule is COc1cc(C=C2C(=O)Nc3ccccc32)ccc1O. The result is 1 (stable in rat liver microsomes). (2) The compound is CC(=O)NCCNC[C@@H]1C=C(C)[C@H](Cc2nnc(-c3ccccc3)o2)C[C@H]1C(C)C. The result is 1 (stable in rat liver microsomes). (3) The drug is Cc1nc(C(=O)N2[C@H](CNc3ccc(C(F)(F)F)cn3)CCC[C@@H]2C)c(-c2ccc(F)cc2)s1. The result is 0 (unstable in rat liver microsomes). (4) The molecule is CNC(=O)[C@@]12C[C@@H]1[C@@H](n1cnc3c(NC)nc(C#Cc4cnccn4)nc31)[C@H](O)[C@@H]2O. The result is 0 (unstable in rat liver microsomes). (5) The drug is Cc1nc(C(=O)Nc2cccc(C(F)(F)F)n2)c(C)n1-c1ccc(F)cc1. The result is 0 (unstable in rat liver microsomes). (6) The compound is CNC(=O)c1ccc(OC2CCN(C(=O)NCc3ccc(Cl)cc3Cl)CC2)cc1. The result is 1 (stable in rat liver microsomes). (7) The compound is CC(C)CN1C(=O)CN(Cc2ccc(-c3ccc(F)c(CN4CCCCC4)n3)cc2)C1=O. The result is 1 (stable in rat liver microsomes). (8) The drug is COc1ccnc(NC(=S)N2CCN(c3ncc(C(F)(F)F)cc3Cl)CC2)c1. The result is 0 (unstable in rat liver microsomes). (9) The drug is O=C(N[C@@H](c1ccccn1)C1CCCC1)c1ccc2[nH]nc(-c3ccc(N4C5CCC4COC5)cc3)c2c1. The result is 1 (stable in rat liver microsomes). (10) The result is 1 (stable in rat liver microsomes). The molecule is CNC(=O)[C@@H](NC(=O)c1ccc(-c2ccc(CCc3nc(O)c4c(n3)CCC4)c(F)c2)o1)C(C)C.